Dataset: Reaction yield outcomes from USPTO patents with 853,638 reactions. Task: Predict the reaction yield, written as a fraction of the theoretical maximum amount of product (1.0 means a 100% yield; for example, 0.34 means a 34% yield). (1) The reactants are C[O:2][C:3](=[O:16])[C@H:4]([O:6][C:7]1[CH:12]=[CH:11][C:10]([C:13]#[N:14])=[C:9]([F:15])[CH:8]=1)[CH3:5].[OH-].[Li+]. The product is [C:13]([C:10]1[CH:11]=[CH:12][C:7]([O:6][C@H:4]([CH3:5])[C:3]([OH:16])=[O:2])=[CH:8][C:9]=1[F:15])#[N:14]. The catalyst is O1CCCC1.CO. The yield is 0.980. (2) The reactants are [CH:1]1([OH:6])[CH2:5][CH:4]=[CH:3][CH2:2]1.N1C=CC=CC=1.[CH3:13][S:14](Cl)(=[O:16])=[O:15]. The catalyst is C(Cl)Cl. The product is [CH3:13][S:14]([O:6][CH:1]1[CH2:5][CH:4]=[CH:3][CH2:2]1)(=[O:16])=[O:15]. The yield is 0.680. (3) The reactants are [CH:1]1[C:14]2[C:5](=[CH:6][C:7]3[C:12]([C:13]=2[C:15](O)=[O:16])=[CH:11][CH:10]=[CH:9][CH:8]=3)[CH:4]=[CH:3][CH:2]=1.Cl.[NH:19]1[CH2:24][CH2:23][C:22](=[O:25])[CH2:21][CH2:20]1.C(N(CC)CC)C.Cl.C(N=C=NCCCN(C)C)C.ON1C2C=CC=CC=2N=N1. The catalyst is CN(C=O)C.C(OCC)(=O)C. The product is [CH:11]1[C:12]2[C:7](=[CH:6][C:5]3[C:14]([C:13]=2[C:15]([N:19]2[CH2:24][CH2:23][C:22](=[O:25])[CH2:21][CH2:20]2)=[O:16])=[CH:1][CH:2]=[CH:3][CH:4]=3)[CH:8]=[CH:9][CH:10]=1. The yield is 0.510. (4) The reactants are [CH3:1][O:2][C:3]1[N:8]=[CH:7][C:6]([C:9]2[CH:13]=[C:12]([NH2:14])[NH:11][N:10]=2)=[CH:5][CH:4]=1.[CH:15]([C:17]1[CH:26]=[CH:25][C:20]([C:21]([O:23][CH3:24])=[O:22])=[CH:19][CH:18]=1)=O.[Sn](CCCC)(CCCC)(Cl)Cl.C1([SiH3])C=CC=CC=1. The catalyst is C1COCC1. The product is [CH3:1][O:2][C:3]1[N:8]=[CH:7][C:6]([C:9]2[CH:13]=[C:12]([NH:14][CH2:15][C:17]3[CH:26]=[CH:25][C:20]([C:21]([O:23][CH3:24])=[O:22])=[CH:19][CH:18]=3)[NH:11][N:10]=2)=[CH:5][CH:4]=1. The yield is 0.520. (5) The product is [Br:1][C:2]1[CH:7]=[CH:6][C:5]([CH:8]([OH:13])[C:9]([F:11])([F:12])[F:10])=[CH:4][CH:3]=1. The reactants are [Br:1][C:2]1[CH:7]=[CH:6][C:5]([C:8](=[O:13])[C:9]([F:12])([F:11])[F:10])=[CH:4][CH:3]=1.[BH4-].[Na+]. The yield is 0.920. The catalyst is C1COCC1. (6) The reactants are Cl.[NH2:2][OH:3].C(N(CC)CC)C.[F:11][C:12]1[CH:17]=[CH:16][CH:15]=[C:14]([F:18])[C:13]=1[N:19]1[C:24]2[N:25]=[C:26]([NH:37][CH2:38][CH2:39][C:40]#[N:41])[N:27]=[C:28]([C:29]3[CH:34]=[CH:33][C:32]([F:35])=[CH:31][C:30]=3[CH3:36])[C:23]=2[CH:22]=[CH:21][C:20]1=[O:42]. The catalyst is CS(C)=O. The product is [F:11][C:12]1[CH:17]=[CH:16][CH:15]=[C:14]([F:18])[C:13]=1[N:19]1[C:24]2[N:25]=[C:26]([NH:37][CH2:38][CH2:39][C:40]([NH:2][OH:3])=[NH:41])[N:27]=[C:28]([C:29]3[CH:34]=[CH:33][C:32]([F:35])=[CH:31][C:30]=3[CH3:36])[C:23]=2[CH:22]=[CH:21][C:20]1=[O:42]. The yield is 0.450. (7) The reactants are [CH3:1][C@H:2]1[CH2:7][CH2:6][C@H:5]([NH:8][C:9]([C@@H:11]2[CH2:13][C@H:12]2[CH2:14]OS(C)(=O)=O)=[O:10])[CH2:4][CH2:3]1.Cl.[Cl:21][C:22]1[CH:23]=[C:24]([N:28]2[CH2:33][CH2:32][NH:31][CH2:30][CH2:29]2)[CH:25]=[CH:26][CH:27]=1. The catalyst is C(#N)C. The product is [CH3:1][C@H:2]1[CH2:7][CH2:6][C@H:5]([NH:8][C:9]([C@@H:11]2[CH2:13][C@H:12]2[CH2:14][N:31]2[CH2:30][CH2:29][N:28]([C:24]3[CH:25]=[CH:26][CH:27]=[C:22]([Cl:21])[CH:23]=3)[CH2:33][CH2:32]2)=[O:10])[CH2:4][CH2:3]1. The yield is 0.280. (8) The reactants are [NH:1]1[CH:5]=[CH:4][C:3]([NH2:6])=[N:2]1.O1CCOCC1.[C:13](OCC)(=[O:16])[C:14]#[CH:15]. No catalyst specified. The product is [N:1]1[N:2]2[CH:15]=[CH:14][C:13](=[O:16])[NH:6][C:3]2=[CH:4][CH:5]=1. The yield is 0.360.